Dataset: Full USPTO retrosynthesis dataset with 1.9M reactions from patents (1976-2016). Task: Predict the reactants needed to synthesize the given product. Given the product [C:1]([C:5]1[CH:6]=[C:7]([CH:16]([OH:19])[C:17]#[C:18][C:21]2[CH:29]=[CH:28][C:24]([C:25]([OH:27])=[O:26])=[CH:23][CH:22]=2)[CH:8]=[CH:9][C:10]=1[N:11]1[CH2:12][CH2:13][CH2:14][CH2:15]1)([CH3:4])([CH3:3])[CH3:2], predict the reactants needed to synthesize it. The reactants are: [C:1]([C:5]1[CH:6]=[C:7]([CH:16]([OH:19])[C:17]#[CH:18])[CH:8]=[CH:9][C:10]=1[N:11]1[CH2:15][CH2:14][CH2:13][CH2:12]1)([CH3:4])([CH3:3])[CH3:2].I[C:21]1[CH:29]=[CH:28][C:24]([C:25]([OH:27])=[O:26])=[CH:23][CH:22]=1.